From a dataset of Retrosynthesis with 50K atom-mapped reactions and 10 reaction types from USPTO. Predict the reactants needed to synthesize the given product. (1) Given the product CCOC(=O)c1c(NC(=O)CC#N)cc(Cl)n1-c1ccc(C(C)=O)cc1, predict the reactants needed to synthesize it. The reactants are: CCOC(=O)c1c(N)cc(Cl)n1-c1ccc(C(C)=O)cc1.N#CCC(=O)O. (2) Given the product O=C(CCl)Nc1c(I)c(C(=O)O)c(I)c(C(=O)O)c1I, predict the reactants needed to synthesize it. The reactants are: Nc1c(I)c(C(=O)O)c(I)c(C(=O)O)c1I.O=C(Cl)CCl.